From a dataset of Forward reaction prediction with 1.9M reactions from USPTO patents (1976-2016). Predict the product of the given reaction. The product is: [C:4]([O-:5])(=[O:31])[CH3:3].[NH4+:6].[Cl:1][C:2]1[CH:21]=[CH:20][C:19]([C:22]2[CH:27]=[CH:26][CH:25]=[C:24]([NH:33][S:30]([CH3:29])(=[O:32])=[O:31])[N:23]=2)=[CH:18][C:3]=1[C:4]([NH:6][CH2:7][C:8]12[CH2:9][CH:10]3[CH2:16][CH:14]([CH2:13][CH:12]([CH2:11]3)[CH2:17]1)[CH2:15]2)=[O:5]. Given the reactants [Cl:1][C:2]1[CH:21]=[CH:20][C:19]([C:22]2[CH:27]=[CH:26][CH:25]=[C:24](Cl)[N:23]=2)=[CH:18][C:3]=1[C:4]([NH:6][CH2:7][C:8]12[CH2:17][CH:12]3[CH2:13][CH:14]([CH2:16][CH:10]([CH2:11]3)[CH2:9]1)[CH2:15]2)=[O:5].[CH3:29][S:30]([NH2:33])(=[O:32])=[O:31].C(=O)([O-])[O-].[K+].[K+], predict the reaction product.